This data is from Experimental lipophilicity measurements (octanol/water distribution) for 4,200 compounds from AstraZeneca. The task is: Regression/Classification. Given a drug SMILES string, predict its absorption, distribution, metabolism, or excretion properties. Task type varies by dataset: regression for continuous measurements (e.g., permeability, clearance, half-life) or binary classification for categorical outcomes (e.g., BBB penetration, CYP inhibition). For this dataset (lipophilicity_astrazeneca), we predict Y. (1) The drug is C=CCN(C(=O)NCc1ccc(OC)cc1)C1CCN(CCC(c2ccccc2)c2ccccc2)CC1. The Y is 3.60 logD. (2) The compound is COc1cc(C)c(S(=O)(=O)N(C)CCOCC(=O)N2CCN(C3CCN(C)CC3)CC2)c(C)c1. The Y is -0.400 logD.